This data is from TCR-epitope binding with 47,182 pairs between 192 epitopes and 23,139 TCRs. The task is: Binary Classification. Given a T-cell receptor sequence (or CDR3 region) and an epitope sequence, predict whether binding occurs between them. (1) The epitope is YFPLQSYGF. The TCR CDR3 sequence is CASKDGGSYNEQFF. Result: 0 (the TCR does not bind to the epitope). (2) The epitope is NLSALGIFST. The TCR CDR3 sequence is CASSQDRGYTF. Result: 1 (the TCR binds to the epitope).